This data is from Peptide-MHC class I binding affinity with 185,985 pairs from IEDB/IMGT. The task is: Regression. Given a peptide amino acid sequence and an MHC pseudo amino acid sequence, predict their binding affinity value. This is MHC class I binding data. (1) The peptide sequence is HPVLGVITE. The MHC is HLA-B15:01 with pseudo-sequence HLA-B15:01. The binding affinity (normalized) is 0.0564. (2) The MHC is HLA-B08:01 with pseudo-sequence HLA-B08:01. The binding affinity (normalized) is 0.635. The peptide sequence is FPIKRISAV. (3) The peptide sequence is GESSRCYSI. The binding affinity (normalized) is 0. The MHC is HLA-B18:01 with pseudo-sequence HLA-B18:01. (4) The peptide sequence is TLASIGTAF. The MHC is HLA-B39:01 with pseudo-sequence HLA-B39:01. The binding affinity (normalized) is 0.0847. (5) The peptide sequence is QLSLRMLSL. The MHC is HLA-B57:01 with pseudo-sequence HLA-B57:01. The binding affinity (normalized) is 0.0847.